This data is from Catalyst prediction with 721,799 reactions and 888 catalyst types from USPTO. The task is: Predict which catalyst facilitates the given reaction. Reactant: CS[CH2:3][C:4]1[CH:9]=[C:8]([C:10]([F:13])([F:12])[F:11])[CH:7]=[CH:6][C:5]=1[NH2:14]. Product: [CH3:3][C:4]1[CH:9]=[C:8]([C:10]([F:11])([F:12])[F:13])[CH:7]=[CH:6][C:5]=1[NH2:14]. The catalyst class is: 470.